From a dataset of CYP1A2 inhibition data for predicting drug metabolism from PubChem BioAssay. Regression/Classification. Given a drug SMILES string, predict its absorption, distribution, metabolism, or excretion properties. Task type varies by dataset: regression for continuous measurements (e.g., permeability, clearance, half-life) or binary classification for categorical outcomes (e.g., BBB penetration, CYP inhibition). Dataset: cyp1a2_veith. (1) The result is 1 (inhibitor). The drug is CNc1cc(N2CCCCCC2)ccc1[N+](=O)[O-]. (2) The molecule is NCCCCCCNS(=O)(=O)c1ccc2c(Cl)cccc2c1. The result is 1 (inhibitor). (3) The drug is COC(=O)c1sc2ncccc2c1OCc1c(Cl)cccc1Cl. The result is 1 (inhibitor). (4) The compound is Cc1ccc(S(=O)(=O)O)cc1.Cc1ccc(S(=O)(=O)OC2CCN(C)CC2)cc1. The result is 0 (non-inhibitor). (5) The drug is COC(=O)[C@@]1(Cc2ccc(F)cc2)[C@H]2c3cc(C(=O)N4CCCC4)n(CCc4c[nH]c5ccccc45)c3C[C@H]2CN1C(=O)c1ccccc1. The result is 0 (non-inhibitor). (6) The compound is COc1ccccc1-c1nc(Nc2ccncc2)c2ccccc2n1. The result is 1 (inhibitor). (7) The molecule is Cc1ccccc1C(C(=O)NC1CCCC1)N(C(=O)Cc1cccs1)c1ccc2c(c1)OCCO2. The result is 0 (non-inhibitor). (8) The drug is COC(=O)NC/C=C\c1nc(CC/C=C\C(=O)O[C@H]2C[C@H]3CC(=O)O[C@@H](/C=C\CC(C)C)C[C@@H]4CC[C@H](C)[C@H](C[C@@H](OC)C[C@H](C2)O3)O4)co1. The result is 0 (non-inhibitor).